This data is from Full USPTO retrosynthesis dataset with 1.9M reactions from patents (1976-2016). The task is: Predict the reactants needed to synthesize the given product. The reactants are: [CH3:1][O:2][C:3]1[N:8]=[CH:7][N:6]=[C:5]([CH2:9][N:10]2[C:18]3[C:13](=[N:14][CH:15]=[C:16]([CH3:19])[CH:17]=3)[C:12]([C:20](O)=[O:21])=[CH:11]2)[C:4]=1[CH3:23].C(N(CC)CC)C.CCCP1(OP(CCC)(=O)OP(CCC)(=O)O1)=O.[CH2:49]([CH2:51][NH2:52])[OH:50]. Given the product [OH:50][CH2:49][CH2:51][NH:52][C:20]([C:12]1[C:13]2=[N:14][CH:15]=[C:16]([CH3:19])[CH:17]=[C:18]2[N:10]([CH2:9][C:5]2[C:4]([CH3:23])=[C:3]([O:2][CH3:1])[N:8]=[CH:7][N:6]=2)[CH:11]=1)=[O:21], predict the reactants needed to synthesize it.